From a dataset of Forward reaction prediction with 1.9M reactions from USPTO patents (1976-2016). Predict the product of the given reaction. (1) Given the reactants Br[C:2]1[CH:3]=[C:4]([NH:10][C@@H:11]2[CH2:16][CH2:15][CH2:14][CH2:13][C@@H:12]2[NH:17]C(=O)OC(C)(C)C)[CH:5]=[N:6][C:7]=1[C:8]#[N:9].[NH2:25][C:26]1[CH:27]=[N:28][C:29]2[C:34]([CH:35]=1)=[CH:33][CH:32]=[CH:31][CH:30]=2.O(C1C=CC=CC=1)[Na].O.O.O.CC1(C)C2C(=C(P(C3C=CC=CC=3)C3C=CC=CC=3)C=CC=2)OC2C(P(C3C=CC=CC=3)C3C=CC=CC=3)=CC=CC1=2, predict the reaction product. The product is: [NH2:17][C@H:12]1[CH2:13][CH2:14][CH2:15][CH2:16][C@H:11]1[NH:10][C:4]1[CH:3]=[C:2]([NH:25][C:26]2[CH:27]=[N:28][C:29]3[C:34]([CH:35]=2)=[CH:33][CH:32]=[CH:31][CH:30]=3)[C:7]([C:8]#[N:9])=[N:6][CH:5]=1. (2) Given the reactants C([O:8][N:9]1[C:14]2[N:15]=[CH:16][N:17]=[C:18]([CH3:19])[C:13]=2[C:12]([NH:20][CH2:21][C:22]2[CH:27]=[CH:26][CH:25]=[CH:24][C:23]=2[NH:28][S:29]([CH3:32])(=[O:31])=[O:30])=[CH:11][C:10]1=[O:33])C1C=CC=CC=1.CO.[H][H], predict the reaction product. The product is: [OH:8][N:9]1[C:14]2[N:15]=[CH:16][N:17]=[C:18]([CH3:19])[C:13]=2[C:12]([NH:20][CH2:21][C:22]2[CH:27]=[CH:26][CH:25]=[CH:24][C:23]=2[NH:28][S:29]([CH3:32])(=[O:31])=[O:30])=[CH:11][C:10]1=[O:33]. (3) Given the reactants [NH2:1][CH2:2][C@H:3]([NH:11][C:12]1[N:17]=[C:16]([N:18]([CH3:31])[C:19]2[CH:24]=[CH:23][N:22]=[C:21]([C:25]3[CH:30]=[CH:29][CH:28]=[CH:27][CH:26]=3)[N:20]=2)[CH:15]=[CH:14][N:13]=1)[CH2:4][C:5]1[CH:10]=[CH:9][CH:8]=[CH:7][CH:6]=1.Br[CH2:33][CH2:34][N:35]1[C:39](=[O:40])[C:38]2=[CH:41][CH:42]=[CH:43][CH:44]=[C:37]2[C:36]1=[O:45].C([O-])([O-])=O.[K+].[K+], predict the reaction product. The product is: [CH3:31][N:18]([C:19]1[CH:24]=[CH:23][N:22]=[C:21]([C:25]2[CH:30]=[CH:29][CH:28]=[CH:27][CH:26]=2)[N:20]=1)[C:16]1[CH:15]=[CH:14][N:13]=[C:12]([NH:11][C@H:3]([CH2:4][C:5]2[CH:10]=[CH:9][CH:8]=[CH:7][CH:6]=2)[CH2:2][NH:1][CH2:33][CH2:34][N:35]2[C:36](=[O:45])[C:37]3[C:38](=[CH:41][CH:42]=[CH:43][CH:44]=3)[C:39]2=[O:40])[N:17]=1. (4) Given the reactants [O:1]1[C:8]2[CH:7]=[C:6]([C:9]([O-:11])=[O:10])[NH:5][C:4]=2[CH:3]=[CH:2]1.[Na+].C([O-])([O-])=O.[Na+].[Na+].O.[CH2:20](Cl)[Cl:21], predict the reaction product. The product is: [O:1]1[C:8]2[CH:7]=[C:6]([C:9]([O:11][CH2:20][Cl:21])=[O:10])[NH:5][C:4]=2[CH:3]=[CH:2]1. (5) Given the reactants [Br:1][C:2]1[CH:7]=[CH:6][N:5]=[C:4]([NH2:8])[CH:3]=1.[O:9]1[C:13]2[CH:14]=[CH:15][C:16]([C:18](=O)[CH2:19]Br)=[CH:17][C:12]=2[O:11][CH2:10]1, predict the reaction product. The product is: [O:9]1[C:13]2[CH:14]=[CH:15][C:16]([C:18]3[N:8]=[C:4]4[CH:3]=[C:2]([Br:1])[CH:7]=[CH:6][N:5]4[CH:19]=3)=[CH:17][C:12]=2[O:11][CH2:10]1. (6) The product is: [F:8][C:6]1[CH:5]=[C:4]([CH2:9][C:10]([NH:12][C@H:13]([C:15]([NH:17][C@H:18]([C:20]([N:23]2[CH2:27][CH2:26][CH2:25][CH2:24]2)=[O:22])[CH3:19])=[O:16])[CH3:14])=[O:11])[CH:3]=[C:2]([F:1])[CH:7]=1. Given the reactants [F:1][C:2]1[CH:3]=[C:4]([CH2:9][C:10]([NH:12][C@H:13]([C:15]([NH:17][C@H:18]([C:20]([OH:22])=O)[CH3:19])=[O:16])[CH3:14])=[O:11])[CH:5]=[C:6]([F:8])[CH:7]=1.[NH:23]1[CH2:27][CH2:26][CH2:25][CH2:24]1, predict the reaction product. (7) Given the reactants C[O:2][C:3](=[O:19])[C:4]([OH:18])=[CH:5][C:6](=[O:17])[N:7]([CH2:9][C:10]1[CH:15]=[CH:14][CH:13]=[CH:12][C:11]=1[Cl:16])[CH3:8].[OH-].[Na+], predict the reaction product. The product is: [Cl:16][C:11]1[CH:12]=[CH:13][CH:14]=[CH:15][C:10]=1[CH2:9][N:7]([CH3:8])[C:6]([CH:5]=[C:4]([OH:18])[C:3]([OH:19])=[O:2])=[O:17].